This data is from Catalyst prediction with 721,799 reactions and 888 catalyst types from USPTO. The task is: Predict which catalyst facilitates the given reaction. (1) Reactant: [Cl:1][C:2]1[CH:7]=[CH:6][C:5]([C:8]2([C:13]3[CH:14]=[C:15]4[C:20](=[CH:21][CH:22]=3)[NH:19][C:18](=[O:23])[CH:17]=[C:16]4[C:24]3[CH:29]=[CH:28][CH:27]=[C:26]([CH3:30])[CH:25]=3)OCC[O:9]2)=[CH:4][CH:3]=1. Product: [Cl:1][C:2]1[CH:3]=[CH:4][C:5]([C:8]([C:13]2[CH:14]=[C:15]3[C:20](=[CH:21][CH:22]=2)[NH:19][C:18](=[O:23])[CH:17]=[C:16]3[C:24]2[CH:29]=[CH:28][CH:27]=[C:26]([CH3:30])[CH:25]=2)=[O:9])=[CH:6][CH:7]=1. The catalyst class is: 209. (2) Reactant: [OH:1][C:2]1[N:7]=[C:6]([CH:8]([C:15]2[S:16][C:17]([CH3:20])=[CH:18][N:19]=2)[CH2:9][C:10]([O:12][CH2:13][CH3:14])=[O:11])[CH:5]=[CH:4][CH:3]=1.[F:21][C:22]([F:35])([F:34])[S:23](O[S:23]([C:22]([F:35])([F:34])[F:21])(=[O:25])=[O:24])(=[O:25])=[O:24].CCN(C(C)C)C(C)C.O. Product: [CH3:20][C:17]1[S:16][C:15]([CH:8]([C:6]2[CH:5]=[CH:4][CH:3]=[C:2]([O:1][S:23]([C:22]([F:35])([F:34])[F:21])(=[O:25])=[O:24])[N:7]=2)[CH2:9][C:10]([O:12][CH2:13][CH3:14])=[O:11])=[N:19][CH:18]=1. The catalyst class is: 2. (3) Reactant: [CH3:1][O:2][C:3](=[O:13])[CH2:4][C:5]1[C:6]([Cl:12])=[N:7][CH:8]=[C:9]([Cl:11])[CH:10]=1.[F:14][C:15]1[CH:33]=[CH:32][C:18]([CH2:19][N:20]2[C@@H:25]([CH3:26])[CH2:24][N:23]([C:27](=[O:30])[CH2:28][OH:29])[C@H:22]([CH3:31])[CH2:21]2)=[CH:17][CH:16]=1.[H-].[Na+]. Product: [CH3:1][O:2][C:3](=[O:13])[CH2:4][C:5]1[C:6]([Cl:12])=[N:7][CH:8]=[C:9]([Cl:11])[CH:10]=1.[Cl:11][C:9]1[CH:10]=[C:5]([CH2:4][C:3]([OH:2])=[O:13])[C:6]([O:29][CH2:28][C:27]([N:23]2[CH2:24][C@H:25]([CH3:26])[N:20]([CH2:19][C:18]3[CH:17]=[CH:16][C:15]([F:14])=[CH:33][CH:32]=3)[CH2:21][C@H:22]2[CH3:31])=[O:30])=[N:7][CH:8]=1. The catalyst class is: 11. (4) Reactant: FC(F)(F)C(O)=O.[Cl:8][C:9]1[CH:14]=[CH:13][C:12]([C:15]2[CH:16]=[CH:17][C:18]([C:21]#[C:22][C:23]3[CH:28]=[CH:27][C:26](/[C:29](/[CH3:41])=[CH:30]/[C@H:31]([NH:33]C(=O)OC(C)(C)C)[CH3:32])=[CH:25][CH:24]=3)=[N:19][CH:20]=2)=[CH:11][CH:10]=1.[OH-].[Na+]. Product: [Cl:8][C:9]1[CH:14]=[CH:13][C:12]([C:15]2[CH:16]=[CH:17][C:18]([C:21]#[C:22][C:23]3[CH:24]=[CH:25][C:26](/[C:29](/[CH3:41])=[CH:30]/[C@H:31]([NH2:33])[CH3:32])=[CH:27][CH:28]=3)=[N:19][CH:20]=2)=[CH:11][CH:10]=1. The catalyst class is: 2. (5) Reactant: Cl.CO.[NH:4]([C:42](OC(C)(C)C)=[O:43])[C@H:5]([C:10]([NH:12][C@H:13]([C:38]([O:40][CH3:41])=[O:39])[CH2:14][CH2:15][CH2:16][NH:17][C:18](=[NH:37])[NH:19][S:20]([C:23]1[C:35]([CH3:36])=[C:34]2[C:28]([O:29][C:30]([CH2:33]2)([CH3:32])[CH3:31])=[C:26]([CH3:27])[C:24]=1[CH3:25])(=[O:22])=[O:21])=[O:11])[CH2:6][CH:7]([CH3:9])[CH3:8].[NH:49]([C:62]([O:64][CH2:65][CH:66]1[C:78]2[C:73](=[CH:74][CH:75]=[CH:76][CH:77]=2)[C:72]2[C:67]1=[CH:68][CH:69]=[CH:70][CH:71]=2)=[O:63])[C@H:50](C(O)=O)[CH2:51][C:52](=[O:58])[O:53][C:54]([CH3:57])([CH3:56])[CH3:55].C1C=CC2N(O)N=NC=2C=1.CCN=C=NCCCN(C)C.Cl.CN1CCOCC1. Product: [NH:49]([C:62]([O:64][CH2:65][CH:66]1[C:67]2[C:72](=[CH:71][CH:70]=[CH:69][CH:68]=2)[C:73]2[C:78]1=[CH:77][CH:76]=[CH:75][CH:74]=2)=[O:63])[C@H:50]([C:42]([NH:4][C@H:5]([C:10]([NH:12][C@H:13]([C:38]([O:40][CH3:41])=[O:39])[CH2:14][CH2:15][CH2:16][NH:17][C:18](=[NH:37])[NH:19][S:20]([C:23]1[C:35]([CH3:36])=[C:34]2[C:28]([O:29][C:30]([CH2:33]2)([CH3:32])[CH3:31])=[C:26]([CH3:27])[C:24]=1[CH3:25])(=[O:22])=[O:21])=[O:11])[CH2:6][CH:7]([CH3:9])[CH3:8])=[O:43])[CH2:51][C:52](=[O:58])[O:53][C:54]([CH3:57])([CH3:56])[CH3:55]. The catalyst class is: 13. (6) Reactant: C(OC([N:6]1[C:34]2[C:29](=[CH:30][CH:31]=[C:32]([Cl:35])[CH:33]=2)[C:8]2([CH:13]([C:14]3[CH:19]=[CH:18][CH:17]=[C:16]([Cl:20])[CH:15]=3)[CH2:12][C:11](=[O:21])[NH:10][CH:9]2[C:22]2[CH:27]=[CH:26][CH:25]=[C:24]([CH3:28])[CH:23]=2)[C:7]1=[O:36])=O)C.[OH-].[Na+]. Product: [Cl:35][C:32]1[CH:33]=[C:34]2[NH:6][C:7](=[O:36])[C:8]3([CH:13]([C:14]4[CH:19]=[CH:18][CH:17]=[C:16]([Cl:20])[CH:15]=4)[CH2:12][C:11](=[O:21])[NH:10][CH:9]3[C:22]3[CH:27]=[CH:26][CH:25]=[C:24]([CH3:28])[CH:23]=3)[C:29]2=[CH:30][CH:31]=1. The catalyst class is: 5. (7) Reactant: [C:1]1([CH2:7][CH2:8]/[CH:9]=[CH:10]/[CH2:11][CH2:12][C:13]([OH:15])=[O:14])[CH:6]=[CH:5][CH:4]=[CH:3][CH:2]=1. Product: [C:1]1([CH2:7][CH2:8][CH2:9][CH2:10][CH2:11][CH2:12][C:13]([OH:15])=[O:14])[CH:6]=[CH:5][CH:4]=[CH:3][CH:2]=1. The catalyst class is: 45. (8) The catalyst class is: 7. Reactant: O[C:2]1[N:7]=[C:6]([C:8]([O:10][CH2:11][CH3:12])=[O:9])[C:5]([CH3:13])=[N:4][C:3]=1[CH2:14][CH2:15][CH2:16][OH:17].C1(P(C2C=CC=CC=2)C2C=CC=CC=2)C=CC=CC=1.N(C(OCC)=O)=NC(OCC)=O. Product: [CH3:13][C:5]1[N:4]=[C:3]2[CH2:14][CH2:15][CH2:16][O:17][C:2]2=[N:7][C:6]=1[C:8]([O:10][CH2:11][CH3:12])=[O:9].